Dataset: Forward reaction prediction with 1.9M reactions from USPTO patents (1976-2016). Task: Predict the product of the given reaction. Given the reactants [Br:1][C:2]1[CH:3]=[C:4]2[NH:10][C:9]([CH3:11])=[N:8][C:5]2=[N:6][CH:7]=1.[H-].[Na+].[CH3:14][Si:15]([CH3:22])([CH3:21])[CH2:16][CH2:17][O:18][CH2:19]Cl, predict the reaction product. The product is: [Br:1][C:2]1[CH:3]=[C:4]2[N:10]([CH2:19][O:18][CH2:17][CH2:16][Si:15]([CH3:22])([CH3:21])[CH3:14])[C:9]([CH3:11])=[N:8][C:5]2=[N:6][CH:7]=1.